The task is: Predict the reaction yield, written as a fraction of the theoretical maximum amount of product (1.0 means a 100% yield; for example, 0.34 means a 34% yield).. This data is from Reaction yield outcomes from USPTO patents with 853,638 reactions. The reactants are [C:1]([OH:13])(=[O:12])/[CH:2]=[CH:3]/[C:4]1[CH:11]=[CH:10][C:8]([OH:9])=[C:6]([OH:7])[CH:5]=1.[CH3:14]C1C=CC(S(O)(=O)=O)=CC=1.COC(OC)(C)C. The catalyst is CO. The product is [C:1]([O:13][CH3:14])(=[O:12])/[CH:2]=[CH:3]/[C:4]1[CH:11]=[CH:10][C:8]([OH:9])=[C:6]([OH:7])[CH:5]=1. The yield is 0.980.